From a dataset of Catalyst prediction with 721,799 reactions and 888 catalyst types from USPTO. Predict which catalyst facilitates the given reaction. (1) Reactant: [O:1]1[C@@:5]2([CH:10]3[CH2:11][CH2:12][N:7]([CH2:8][CH2:9]3)[CH2:6]2)[CH2:4][NH:3][C:2]1=[O:13].Br[C:15]1[S:19][CH:18]=[CH:17][CH:16]=1.C(=O)([O-])[O-].[K+].[K+]. Product: [S:19]1[CH:15]=[CH:16][CH:17]=[C:18]1[N:3]1[CH2:4][C@:5]2([CH:10]3[CH2:11][CH2:12][N:7]([CH2:8][CH2:9]3)[CH2:6]2)[O:1][C:2]1=[O:13]. The catalyst class is: 205. (2) Reactant: [O:1]1[CH:5]=[CH:4][CH:3]=[C:2]1[CH:6]=O.[OH2:8].Cl.Cl.C1(N2[CH2:22][CH2:21][CH:20](N)CC2)CCCCC1.[CH2:24]([N:26]([CH2:29][CH3:30])[CH2:27][CH3:28])C.[C:31]([BH3-])#[N:32].[Na+].[OH-:35].[Na+].Cl[CH2:38]Cl. Product: [C:21]([O:8][C:24]([N:26]1[CH2:29][CH2:30][CH:31]([NH:32][CH2:6][C:2]2[O:1][CH:5]=[CH:4][CH:3]=2)[CH2:28][CH2:27]1)=[O:35])([CH3:20])([CH3:22])[CH3:38]. The catalyst class is: 5. (3) Reactant: C[O:2][C:3](=[O:49])[CH2:4][C@H:5]([OH:48])[CH2:6][C@H:7]([OH:47])[CH:8]=[CH:9][C:10]1[N:11]([CH:44]([CH3:46])[CH3:45])[C:12]([C:28](=[O:43])[NH:29][CH2:30][C:31]2[CH:36]=[CH:35][C:34]([C:37]([O:39][CH:40]([CH3:42])[CH3:41])=[O:38])=[CH:33][CH:32]=2)=[C:13]([C:22]2[CH:27]=[CH:26][CH:25]=[CH:24][CH:23]=2)[C:14]=1[C:15]1[CH:20]=[CH:19][C:18]([F:21])=[CH:17][CH:16]=1.C(O)C.O.[OH-].[Na+:55]. Product: [Na+:55].[F:21][C:18]1[CH:19]=[CH:20][C:15]([C:14]2[C:13]([C:22]3[CH:23]=[CH:24][CH:25]=[CH:26][CH:27]=3)=[C:12]([C:28](=[O:43])[NH:29][CH2:30][C:31]3[CH:36]=[CH:35][C:34]([C:37]([O:39][CH:40]([CH3:42])[CH3:41])=[O:38])=[CH:33][CH:32]=3)[N:11]([CH:44]([CH3:45])[CH3:46])[C:10]=2[CH:9]=[CH:8][C@@H:7]([OH:47])[CH2:6][C@@H:5]([OH:48])[CH2:4][C:3]([O-:49])=[O:2])=[CH:16][CH:17]=1. The catalyst class is: 100. (4) Reactant: Cl[CH:2]1[C:11]2[C:6](=[CH:7][CH:8]=[CH:9][C:10]=2[CH3:12])[O:5][CH2:4][CH2:3]1.[NH2:13][C:14]1[C:15]2[N:16]([C:24]([CH3:28])=[C:25]([CH3:27])[N:26]=2)[CH:17]=[C:18]([C:20]([O:22][CH3:23])=[O:21])[CH:19]=1.[I-].[Na+].C(=O)([O-])[O-].[K+].[K+]. Product: [CH3:27][C:25]1[N:26]=[C:15]2[C:14]([NH:13][CH:2]3[C:11]4[C:6](=[CH:7][CH:8]=[CH:9][C:10]=4[CH3:12])[O:5][CH2:4][CH2:3]3)=[CH:19][C:18]([C:20]([O:22][CH3:23])=[O:21])=[CH:17][N:16]2[C:24]=1[CH3:28]. The catalyst class is: 21. (5) Reactant: [NH2:1][C:2]1[CH:10]=[C:9]([O:11][CH3:12])[CH:8]=[C:7]([O:13][CH3:14])[C:3]=1[C:4]([NH2:6])=[O:5].[CH3:15][S:16]([C:18]1[CH:23]=[CH:22][C:21]([C:24]2[N:29]=[C:28]([CH:30]=O)[CH:27]=[CH:26][CH:25]=2)=[CH:20][CH:19]=1)=[O:17].OS([O-])=O.[Na+].O.C1(C)C=CC(S(O)(=O)=O)=CC=1. Product: [CH3:14][O:13][C:7]1[CH:8]=[C:9]([O:11][CH3:12])[CH:10]=[C:2]2[C:3]=1[C:4](=[O:5])[NH:6][C:30]([C:28]1[CH:27]=[CH:26][CH:25]=[C:24]([C:21]3[CH:22]=[CH:23][C:18]([S:16]([CH3:15])=[O:17])=[CH:19][CH:20]=3)[N:29]=1)=[N:1]2. The catalyst class is: 80. (6) Reactant: [CH:1]1([C:9](=O)[CH2:10][CH3:11])[CH2:8][CH2:7][CH2:6][CH2:5][CH:4]=[CH:3][CH2:2]1.C([OH:15])C. Product: [CH:1]1([CH2:9][C:10](=[O:15])[CH3:11])[CH2:8][CH2:7][CH2:6][CH2:5][CH2:4][CH2:3][CH2:2]1. The catalyst class is: 45. (7) Reactant: [C:1]1([CH:8]=[CH:7][C:5]([OH:6])=[CH:4][CH:3]=1)[OH:2].N1C=CN=C1.[Si:14](Cl)([C:17]([CH3:20])([CH3:19])[CH3:18])([CH3:16])[CH3:15]. Product: [Si:14]([O:2][C:1]1[CH:8]=[CH:7][C:5]([OH:6])=[CH:4][CH:3]=1)([C:17]([CH3:20])([CH3:19])[CH3:18])([CH3:16])[CH3:15]. The catalyst class is: 3. (8) Reactant: [CH2:1](O)[CH2:2][CH:3]([CH3:5])[CH3:4].C(N(CC)CC)C.CS(Cl)(=O)=O.O.[NH2:20][NH2:21].[P:22](=[O:26])([OH:25])([OH:24])[OH:23]. Product: [P:22]([OH:26])([OH:25])([OH:24])=[O:23].[CH3:4][CH:3]([CH3:5])[CH2:2][CH2:1][NH:20][NH2:21]. The catalyst class is: 738.